This data is from NCI-60 drug combinations with 297,098 pairs across 59 cell lines. The task is: Regression. Given two drug SMILES strings and cell line genomic features, predict the synergy score measuring deviation from expected non-interaction effect. Drug 1: C1C(C(OC1N2C=NC3=C(N=C(N=C32)Cl)N)CO)O. Drug 2: CC1CCC2CC(C(=CC=CC=CC(CC(C(=O)C(C(C(=CC(C(=O)CC(OC(=O)C3CCCCN3C(=O)C(=O)C1(O2)O)C(C)CC4CCC(C(C4)OC)OCCO)C)C)O)OC)C)C)C)OC. Cell line: SK-OV-3. Synergy scores: CSS=7.13, Synergy_ZIP=0.215, Synergy_Bliss=1.87, Synergy_Loewe=1.91, Synergy_HSA=1.18.